From a dataset of Forward reaction prediction with 1.9M reactions from USPTO patents (1976-2016). Predict the product of the given reaction. (1) Given the reactants C12BC(CCC1)CCC2.[CH:10]([NH:12][C:13](=[O:22])[O:14][CH2:15][C:16]1[CH:21]=[CH:20][CH:19]=[CH:18][CH:17]=1)=[CH2:11].[OH-].[Na+].Br[C:26]1[CH:27]=[CH:28][C:29]([C:32]2[CH:37]=[CH:36][CH:35]=[CH:34][CH:33]=2)=[N:30][CH:31]=1.OO, predict the reaction product. The product is: [C:32]1([C:29]2[N:30]=[CH:31][C:26]([CH2:11][CH2:10][NH:12][C:13](=[O:22])[O:14][CH2:15][C:16]3[CH:21]=[CH:20][CH:19]=[CH:18][CH:17]=3)=[CH:27][CH:28]=2)[CH:37]=[CH:36][CH:35]=[CH:34][CH:33]=1. (2) Given the reactants [F:1][C:2]1[CH:3]=[CH:4][C:5]([C:15]2[C:24]3[C:19](=[CH:20][C:21]([S:25](=[O:42])(=[O:41])[N:26]([CH2:32][C:33]4[CH:38]=[CH:37][C:36]([O:39][CH3:40])=[CH:35][CH:34]=4)[C:27]4[S:28][CH:29]=[CH:30][N:31]=4)=[CH:22][CH:23]=3)[CH:18]=[CH:17][N:16]=2)=[C:6]([CH:14]=1)[O:7][CH2:8][C:9]([O:11]CC)=O.[NH3:43], predict the reaction product. The product is: [F:1][C:2]1[CH:3]=[CH:4][C:5]([C:15]2[C:24]3[C:19](=[CH:20][C:21]([S:25](=[O:42])(=[O:41])[N:26]([CH2:32][C:33]4[CH:38]=[CH:37][C:36]([O:39][CH3:40])=[CH:35][CH:34]=4)[C:27]4[S:28][CH:29]=[CH:30][N:31]=4)=[CH:22][CH:23]=3)[CH:18]=[CH:17][N:16]=2)=[C:6]([CH:14]=1)[O:7][CH2:8][C:9]([NH2:43])=[O:11]. (3) Given the reactants [C:1](Cl)([C:18]1[CH:23]=[CH:22][CH:21]=[CH:20][CH:19]=1)([C:10]1[CH:17]=[CH:16][C:13]([O:14][CH3:15])=[CH:12][CH:11]=1)[C:2]1[CH:9]=[CH:8][C:5]([O:6][CH3:7])=[CH:4][CH:3]=1.[O:25]([C@H:33]([CH3:56])[C@H:34]([CH2:37][N:38]1[CH:46]=[N:45][C:44]2[C:39]1=[N:40][CH:41]=[N:42][C:43]=2[NH:47][C:48](=[O:55])[C:49]1[CH:54]=[CH:53][CH:52]=[CH:51][CH:50]=1)[CH2:35][OH:36])[Si:26]([C:29]([CH3:32])([CH3:31])[CH3:30])([CH3:28])[CH3:27], predict the reaction product. The product is: [O:25]([C@H:33]([CH3:56])[C@H:34]([CH2:37][N:38]1[CH:46]=[N:45][C:44]2[C:39]1=[N:40][CH:41]=[N:42][C:43]=2[NH:47][C:48](=[O:55])[C:49]1[CH:50]=[CH:51][CH:52]=[CH:53][CH:54]=1)[CH2:35][O:36][C:1]([C:2]1[CH:9]=[CH:8][C:5]([O:6][CH3:7])=[CH:4][CH:3]=1)([C:10]1[CH:17]=[CH:16][C:13]([O:14][CH3:15])=[CH:12][CH:11]=1)[C:18]1[CH:19]=[CH:20][CH:21]=[CH:22][CH:23]=1)[Si:26]([C:29]([CH3:30])([CH3:31])[CH3:32])([CH3:28])[CH3:27]. (4) Given the reactants [CH:1]1[C:13]2[CH2:12][C:11]3[C:6](=[CH:7][CH:8]=[CH:9][CH:10]=3)[C:5]=2[CH:4]=[CH:3][CH:2]=1.[Li][CH2:15][CH2:16]CC.ICC, predict the reaction product. The product is: [CH2:15]([CH:12]1[C:11]2[CH:10]=[CH:9][CH:8]=[CH:7][C:6]=2[C:5]2[C:13]1=[CH:1][CH:2]=[CH:3][CH:4]=2)[CH3:16]. (5) Given the reactants [CH2:1]([O:3][C:4](=[O:37])[CH:5]([NH:21][C:22]([CH:24]1[CH2:29][CH2:28][CH2:27][N:26]([C:30]([O:32][C:33]([CH3:36])([CH3:35])[CH3:34])=[O:31])[CH2:25]1)=O)[C:6](=O)[C:7]1[CH:12]=[CH:11][C:10]([O:13][C:14]2[CH:19]=[CH:18][CH:17]=[CH:16][CH:15]=2)=[CH:9][CH:8]=1)[CH3:2].COC1C=CC(P2(SP(C3C=CC(OC)=CC=3)(=S)S2)=[S:47])=CC=1, predict the reaction product. The product is: [C:33]([O:32][C:30]([N:26]1[CH2:27][CH2:28][CH2:29][CH:24]([C:22]2[S:47][C:6]([C:7]3[CH:12]=[CH:11][C:10]([O:13][C:14]4[CH:19]=[CH:18][CH:17]=[CH:16][CH:15]=4)=[CH:9][CH:8]=3)=[C:5]([C:4]([O:3][CH2:1][CH3:2])=[O:37])[N:21]=2)[CH2:25]1)=[O:31])([CH3:36])([CH3:35])[CH3:34]. (6) Given the reactants Cl[C:2]1[CH:3]=[C:4]([NH:11][C:12]2[CH:23]=[C:15]3[CH2:16][N:17]([C:20](=[O:22])[CH3:21])[CH2:18][CH2:19][N:14]3[N:13]=2)[C:5]2[N:6]([CH:8]=[CH:9][N:10]=2)[CH:7]=1.CC1(C)C(C)(C)OB([C:32]2[CH:40]=[C:39]3[C:35]([CH2:36][C:37](=[O:41])[NH:38]3)=[CH:34][CH:33]=2)O1, predict the reaction product. The product is: [C:20]([N:17]1[CH2:18][CH2:19][N:14]2[N:13]=[C:12]([NH:11][C:4]3[C:5]4[N:6]([CH:8]=[CH:9][N:10]=4)[CH:7]=[C:2]([C:32]4[CH:40]=[C:39]5[C:35]([CH2:36][C:37](=[O:41])[NH:38]5)=[CH:34][CH:33]=4)[CH:3]=3)[CH:23]=[C:15]2[CH2:16]1)(=[O:22])[CH3:21]. (7) The product is: [Cl:1][C:2]1[CH:7]=[CH:6][C:5]([C:28]2[CH:29]=[CH:30][CH:31]=[C:26]([Cl:25])[N:27]=2)=[CH:4][C:3]=1[C:11]([NH:13][CH2:14][C:15]12[CH2:24][CH:19]3[CH2:20][CH:21]([CH2:23][CH:17]([CH2:18]3)[CH2:16]1)[CH2:22]2)=[O:12]. Given the reactants [Cl:1][C:2]1[CH:7]=[CH:6][C:5](B(O)O)=[CH:4][C:3]=1[C:11]([NH:13][CH2:14][C:15]12[CH2:24][CH:19]3[CH2:20][CH:21]([CH2:23][CH:17]([CH2:18]3)[CH2:16]1)[CH2:22]2)=[O:12].[Cl:25][C:26]1[CH:31]=[CH:30][CH:29]=[C:28](Cl)[N:27]=1, predict the reaction product. (8) Given the reactants [CH3:1][C:2]1([CH3:20])[CH2:11][CH2:10][CH2:9][C:8]2[CH:7]=[C:6]([O:12][CH2:13][CH:14]3[O:18][C:17]([NH2:19])=[N:16][CH2:15]3)[CH:5]=[CH:4][C:3]1=2.C([O:23][C:24](=O)[CH:25]([CH:28]=O)[CH2:26][CH3:27])C, predict the reaction product. The product is: [CH3:1][C:2]1([CH3:20])[CH2:11][CH2:10][CH2:9][C:8]2[CH:7]=[C:6]([O:12][CH2:13][C@H:14]3[O:18][C:17]4=[N:19][C:24](=[O:23])[C:25]([CH2:26][CH3:27])=[CH:28][N:16]4[CH2:15]3)[CH:5]=[CH:4][C:3]1=2. (9) Given the reactants [Cl-].O[NH3+:3].[C:4](=[O:7])([O-])[OH:5].[Na+].CS(C)=O.[O:13]=[C:14]1[C:19]([CH2:20][C:21]2[CH:26]=[CH:25][C:24]([C:27]3[C:28]([C:33]#[N:34])=[CH:29][CH:30]=[CH:31][CH:32]=3)=[CH:23][CH:22]=2)=[C:18]([CH2:35][CH2:36][CH3:37])[N:17]2[N:38]=[CH:39][N:40]=[C:16]2[N:15]1[C@H:41]1[CH2:46][CH2:45][C@H:44]([O:47][CH2:48][C:49]([OH:55])([CH3:54])[C:50]([F:53])([F:52])[F:51])[CH2:43][CH2:42]1, predict the reaction product. The product is: [O:7]=[C:4]1[O:5][N:3]=[C:33]([C:28]2[CH:29]=[CH:30][CH:31]=[CH:32][C:27]=2[C:24]2[CH:25]=[CH:26][C:21]([CH2:20][C:19]3[C:14](=[O:13])[N:15]([C@H:41]4[CH2:46][CH2:45][C@H:44]([O:47][CH2:48][C:49]([OH:55])([CH3:54])[C:50]([F:52])([F:53])[F:51])[CH2:43][CH2:42]4)[C:16]4[N:17]([N:38]=[CH:39][N:40]=4)[C:18]=3[CH2:35][CH2:36][CH3:37])=[CH:22][CH:23]=2)[NH:34]1.